Predict the reactants needed to synthesize the given product. From a dataset of Full USPTO retrosynthesis dataset with 1.9M reactions from patents (1976-2016). (1) Given the product [S:1]1[C:5]2[CH:6]=[CH:7][CH:8]=[CH:9][C:4]=2[C:3]([CH2:10][N:11]2[C:19]([C:20]3[N:21]([CH3:25])[CH:22]=[CH:23][CH:24]=3)=[C:18]3[C:13]([N:14]([CH2:28][CH:29]([CH3:31])[CH3:30])[C:15](=[O:27])[N:16]([CH2:41][C:40]4[CH:35]=[CH:36][CH:37]=[CH:38][N:39]=4)[C:17]3=[O:26])=[N:12]2)=[CH:2]1, predict the reactants needed to synthesize it. The reactants are: [S:1]1[C:5]2[CH:6]=[CH:7][CH:8]=[CH:9][C:4]=2[C:3]([CH2:10][N:11]2[C:19]([C:20]3[N:21]([CH3:25])[CH:22]=[CH:23][CH:24]=3)=[C:18]3[C:13]([N:14]([CH2:28][CH:29]([CH3:31])[CH3:30])[C:15](=[O:27])[NH:16][C:17]3=[O:26])=[N:12]2)=[CH:2]1.N12C[CH2:41][CH2:40][N:39]=[C:38]1[CH2:37][CH2:36][CH2:35]CC2.Cl.N1C=CC=CC=1CCl. (2) The reactants are: [NH2:1][C:2]1[C:10]([N+:11]([O-:13])=[O:12])=[CH:9][C:5]([C:6](O)=[O:7])=[C:4]([CH3:14])[CH:3]=1.S(Cl)([Cl:17])=O. Given the product [NH2:1][C:2]1[C:10]([N+:11]([O-:13])=[O:12])=[CH:9][C:5]([C:6]([Cl:17])=[O:7])=[C:4]([CH3:14])[CH:3]=1, predict the reactants needed to synthesize it. (3) Given the product [Si:3]([O:20][CH2:21][CH2:22][O:23][CH2:24][C@H:25]([O:30][C:32]1[N:37]=[CH:36][N:35]=[C:34]2[N:38]([C:41]3[CH:46]=[C:45]([F:47])[CH:44]=[CH:43][C:42]=3[CH3:48])[N:39]=[CH:40][C:33]=12)[C:26]([O:28][CH3:29])=[O:27])([C:16]([CH3:19])([CH3:18])[CH3:17])([C:10]1[CH:15]=[CH:14][CH:13]=[CH:12][CH:11]=1)[C:4]1[CH:5]=[CH:6][CH:7]=[CH:8][CH:9]=1, predict the reactants needed to synthesize it. The reactants are: [H-].[Na+].[Si:3]([O:20][CH2:21][CH2:22][O:23][CH2:24][C@H:25]([OH:30])[C:26]([O:28][CH3:29])=[O:27])([C:16]([CH3:19])([CH3:18])[CH3:17])([C:10]1[CH:15]=[CH:14][CH:13]=[CH:12][CH:11]=1)[C:4]1[CH:9]=[CH:8][CH:7]=[CH:6][CH:5]=1.Cl[C:32]1[N:37]=[CH:36][N:35]=[C:34]2[N:38]([C:41]3[CH:46]=[C:45]([F:47])[CH:44]=[CH:43][C:42]=3[CH3:48])[N:39]=[CH:40][C:33]=12.C(O)(=O)CC(CC(O)=O)(C(O)=O)O. (4) Given the product [CH3:1][O:2][C:3]1[N:4]=[CH:5][C:6]([CH2:9][CH2:10][C:11]([O:13][CH3:14])=[O:12])=[CH:7][N:8]=1, predict the reactants needed to synthesize it. The reactants are: [CH3:1][O:2][C:3]1[N:8]=[CH:7][C:6](/[CH:9]=[CH:10]/[C:11]([O:13][CH3:14])=[O:12])=[CH:5][N:4]=1. (5) The reactants are: [NH2:1][CH:2]([CH2:5][OH:6])[CH2:3][OH:4].Cl[C:8]([O:10][CH2:11][CH:12]([CH3:14])[CH3:13])=[O:9]. Given the product [OH:4][CH2:3][CH:2]([NH:1][C:8](=[O:9])[O:10][CH2:11][CH:12]([CH3:14])[CH3:13])[CH2:5][OH:6], predict the reactants needed to synthesize it. (6) Given the product [O-:5][CH2:2][CH2:3][CH3:4].[Mg+2:1].[O-:5][CH2:2][CH2:3][CH3:4], predict the reactants needed to synthesize it. The reactants are: [Mg:1].[CH2:2]([OH:5])[CH2:3][CH3:4].